From a dataset of Full USPTO retrosynthesis dataset with 1.9M reactions from patents (1976-2016). Predict the reactants needed to synthesize the given product. (1) The reactants are: [Cl:1][C:2]1[C:7]([CH3:8])=[C:6](Cl)[N:5]=[CH:4][N:3]=1.[C:10]12(PCCCC)[CH2:19]C3CC(CC(C3)[CH2:11]1)C2.C(=O)([O-])[O-].[Cs+].[Cs+]. Given the product [Cl:1][C:2]1[C:7]([CH3:8])=[C:6]([CH:19]2[CH2:10][CH2:11]2)[N:5]=[CH:4][N:3]=1, predict the reactants needed to synthesize it. (2) The reactants are: [C:1]([C:3]1[CH:12]=[CH:11][C:10]2[C:5](=[CH:6][CH:7]=[CH:8][C:9]=2[N:13]2[CH2:18][CH2:17][N:16](C(OC(C)(C)C)=O)[CH2:15][CH2:14]2)[N:4]=1)#[N:2]. Given the product [N:13]1([C:9]2[CH:8]=[CH:7][CH:6]=[C:5]3[C:10]=2[CH:11]=[CH:12][C:3]([C:1]#[N:2])=[N:4]3)[CH2:18][CH2:17][NH:16][CH2:15][CH2:14]1, predict the reactants needed to synthesize it. (3) Given the product [CH2:24]=[C:25]([CH:26]=[CH2:27])[CH2:7][CH2:8][CH2:9][CH2:10][N:11]([C:18]1[CH:23]=[CH:22][CH:21]=[CH:20][CH:19]=1)[C:12]1[CH:17]=[CH:16][CH:15]=[CH:14][CH:13]=1, predict the reactants needed to synthesize it. The reactants are: [Mg].BrC(Br)C.Br[CH2:7][CH2:8][CH2:9][CH2:10][N:11]([C:18]1[CH:23]=[CH:22][CH:21]=[CH:20][CH:19]=1)[C:12]1[CH:17]=[CH:16][CH:15]=[CH:14][CH:13]=1.[CH2:24]=[CH:25][C:26](Cl)=[CH2:27].